The task is: Predict which catalyst facilitates the given reaction.. This data is from Catalyst prediction with 721,799 reactions and 888 catalyst types from USPTO. (1) Reactant: [OH-:1].C([N+](C)(C)C)C1C=CC=CC=1.[CH3:13]O.[F:15][C:16]1[CH:21]=[CH:20][C:19]([CH:22]([CH3:25])[C:23]#[N:24])=[CH:18][CH:17]=1.C=O. Product: [F:15][C:16]1[CH:17]=[CH:18][C:19]([C:22]([CH3:13])([CH2:25][OH:1])[C:23]#[N:24])=[CH:20][CH:21]=1. The catalyst class is: 228. (2) Reactant: [NH2:1][C:2]1[CH:7]=[CH:6][C:5]([C:8]2[N:9]([CH:20]3[CH2:23][CH2:22][CH2:21]3)[C:10]3[C:15]([C:16]=2[C:17]#[N:18])=[CH:14][CH:13]=[C:12]([OH:19])[CH:11]=3)=[CH:4][CH:3]=1.C([O-])([O-])=O.[K+].[K+].C(C(C)=O)C.[CH3:35][O:36][CH2:37][CH2:38]Br. Product: [NH2:1][C:2]1[CH:7]=[CH:6][C:5]([C:8]2[N:9]([CH:20]3[CH2:21][CH2:22][CH2:23]3)[C:10]3[C:15]([C:16]=2[C:17]#[N:18])=[CH:14][CH:13]=[C:12]([O:19][CH2:38][CH2:37][O:36][CH3:35])[CH:11]=3)=[CH:4][CH:3]=1. The catalyst class is: 3.